This data is from Forward reaction prediction with 1.9M reactions from USPTO patents (1976-2016). The task is: Predict the product of the given reaction. Given the reactants [F:1][C:2]1[CH:3]=[C:4]([CH:27]=[CH:28][C:29]=1[F:30])[C:5]([C:19]1[CH:24]=[CH:23][C:22]([F:25])=[C:21]([F:26])[CH:20]=1)([OH:18])[C:6]([O:8][C@@:9]12[N:16]([CH3:17])[C@@H:13]([CH2:14][CH2:15]1)[CH2:12][CH:11]=[CH:10]2)=[O:7].[Br:31][CH2:32][CH3:33], predict the reaction product. The product is: [CH2:32]([Br:31])[CH3:33].[F:26][C:21]1[CH:20]=[C:19]([CH:24]=[CH:23][C:22]=1[F:25])[C:5]([C:4]1[CH:27]=[CH:28][C:29]([F:30])=[C:2]([F:1])[CH:3]=1)([OH:18])[C:6]([O:8][C@@:9]12[N:16]([CH3:17])[C@@H:13]([CH2:14][CH2:15]1)[CH2:12][CH:11]=[CH:10]2)=[O:7].